Dataset: Full USPTO retrosynthesis dataset with 1.9M reactions from patents (1976-2016). Task: Predict the reactants needed to synthesize the given product. (1) Given the product [CH2:26]([O:1][C:2]1[CH:9]=[CH:8][C:7]([C:10]2[C:19]([CH3:20])=[CH:18][C:17]3[C:16]([CH3:22])([CH3:21])[CH2:15][CH2:14][C:13]([CH3:24])([CH3:23])[C:12]=3[CH:11]=2)=[CH:6][C:3]=1[CH:4]=[O:5])[CH2:27][CH3:28], predict the reactants needed to synthesize it. The reactants are: [OH:1][C:2]1[CH:9]=[CH:8][C:7]([C:10]2[C:19]([CH3:20])=[CH:18][C:17]3[C:16]([CH3:22])([CH3:21])[CH2:15][CH2:14][C:13]([CH3:24])([CH3:23])[C:12]=3[CH:11]=2)=[CH:6][C:3]=1[CH:4]=[O:5].I[CH2:26][CH2:27][CH3:28]. (2) Given the product [C:15]1([C:12]2[S:11][C:10]([C:5]3[CH:6]=[CH:7][CH:8]=[CH:9][C:4]=3[NH2:1])=[N:14][CH:13]=2)[CH:16]=[CH:17][CH:18]=[CH:19][CH:20]=1, predict the reactants needed to synthesize it. The reactants are: [N+:1]([C:4]1[CH:9]=[CH:8][CH:7]=[CH:6][C:5]=1[C:10]1[S:11][C:12]([C:15]2[CH:20]=[CH:19][CH:18]=[CH:17][CH:16]=2)=[CH:13][N:14]=1)([O-])=O. (3) The reactants are: C(OCC)(=O)C=C.O[CH:9]([CH2:15][CH:16](O)[CH2:17][CH3:18])[C:10]([O:12][CH2:13][CH3:14])=[O:11].C(C1OC(=O)C(O)C1)C. Given the product [C:10]([O:12][CH2:13][CH3:14])(=[O:11])/[CH:9]=[CH:15]/[CH:16]=[CH:17]/[CH3:18], predict the reactants needed to synthesize it. (4) Given the product [C:42]([O:41][C:39](=[O:40])[CH2:38][N:20]1[C:21]2[C:17](=[CH:16][C:15]([F:14])=[CH:23][CH:22]=2)[C:18]([C:25]2[C:30]3[CH:31]=[CH:32][CH:33]=[CH:34][C:29]=3[S:28](=[O:35])(=[O:36])[N:27]([CH:1]3[CH2:6][CH2:5][CH2:4][CH2:3][CH2:2]3)[N:26]=2)=[C:19]1[CH3:24])([CH3:45])([CH3:44])[CH3:43], predict the reactants needed to synthesize it. The reactants are: [CH:1]1(Br)[CH2:6][CH2:5][CH2:4][CH2:3][CH2:2]1.C([O-])([O-])=O.[K+].[K+].[F:14][C:15]1[CH:16]=[C:17]2[C:21](=[CH:22][CH:23]=1)[NH:20][C:19]([CH3:24])=[C:18]2[C:25]1[C:30]2[CH:31]=[CH:32][CH:33]=[CH:34][C:29]=2[S:28](=[O:36])(=[O:35])[NH:27][N:26]=1.Br[CH2:38][C:39]([O:41][C:42]([CH3:45])([CH3:44])[CH3:43])=[O:40]. (5) Given the product [CH3:19][O:20][C:21]1[CH:22]=[C:23]([CH:25]=[CH:26][CH:27]=1)[N:24]=[CH:9][C:8]1[CH:11]=[CH:12][C:5]([S:2]([CH3:1])(=[O:4])=[O:3])=[CH:6][CH:7]=1, predict the reactants needed to synthesize it. The reactants are: [CH3:1][S:2]([C:5]1[CH:12]=[CH:11][C:8]([CH:9]=O)=[CH:7][CH:6]=1)(=[O:4])=[O:3].S([O-])([O-])(=O)=O.[Mg+2].[CH3:19][O:20][C:21]1[CH:22]=[C:23]([CH:25]=[CH:26][CH:27]=1)[NH2:24]. (6) Given the product [N+:9]([C:3]1[CH:4]=[CH:5][C:6]([F:8])=[CH:7][C:2]=1[O:17][CH:15]([CH3:16])[C:13]([CH3:14])([OH:18])[CH3:12])([O-:11])=[O:10], predict the reactants needed to synthesize it. The reactants are: F[C:2]1[CH:7]=[C:6]([F:8])[CH:5]=[CH:4][C:3]=1[N+:9]([O-:11])=[O:10].[CH3:12][C:13]([OH:18])([CH:15]([OH:17])[CH3:16])[CH3:14].[H-].[Na+]. (7) Given the product [C:28]([O:32][C:33](=[O:34])[NH:35][C@@H:36]([C:40]1[CH:45]=[CH:44][C:43]([F:46])=[CH:42][CH:41]=1)[C:37]([N:17]1[C@H:16]([C:14](=[O:15])[NH:13][C@H:6]2[C:7]3[C:12](=[CH:11][CH:10]=[CH:9][CH:8]=3)[O:3][CH2:4][CH2:5]2)[CH2:21][N:20]2[CH2:22][C@H:23]([O:25][CH2:26][CH3:27])[CH2:24][C@@H:19]2[CH2:18]1)=[O:38])([CH3:31])([CH3:29])[CH3:30], predict the reactants needed to synthesize it. The reactants are: Cl.Cl.[O:3]1[C:12]2[C:7](=[CH:8][CH:9]=[CH:10][CH:11]=2)[C@H:6]([NH:13][C:14]([C@@H:16]2[CH2:21][N:20]3[CH2:22][C@H:23]([O:25][CH2:26][CH3:27])[CH2:24][C@@H:19]3[CH2:18][NH:17]2)=[O:15])[CH2:5][CH2:4]1.[C:28]([O:32][C:33]([NH:35][C@@H:36]([C:40]1[CH:45]=[CH:44][C:43]([F:46])=[CH:42][CH:41]=1)[C:37](O)=[O:38])=[O:34])([CH3:31])([CH3:30])[CH3:29].F[P-](F)(F)(F)(F)F.N1(OC(N(C)C)=[N+](C)C)C2N=CC=CC=2N=N1.C(N(C(C)C)C(C)C)C. (8) Given the product [OH:56][CH2:55][CH2:54][O:53][C:52]1[CH:57]=[CH:58][C:49]([CH2:48][NH:47][C:12]([C:7]2[S:8][C:9]([CH3:11])=[C:10]3[C:6]=2[CH2:5][C@H:4]2[C:2]([CH3:1])([CH3:15])[C@H:3]23)=[O:14])=[C:50]([O:59][CH3:60])[CH:51]=1, predict the reactants needed to synthesize it. The reactants are: [CH3:1][C:2]1([CH3:15])[C@@H:4]2[CH2:5][C:6]3[C:10]([C@H:3]12)=[C:9]([CH3:11])[S:8][C:7]=3[C:12]([OH:14])=O.CN(C(ON1N=NC2C=CC=CC1=2)=[N+](C)C)C.[B-](F)(F)(F)F.C(N(C(C)C)C(C)C)C.[NH2:47][CH2:48][C:49]1[CH:58]=[CH:57][C:52]([O:53][CH2:54][CH2:55][OH:56])=[CH:51][C:50]=1[O:59][CH3:60].